Task: Binary Classification. Given a drug SMILES string, predict its activity (active/inactive) in a high-throughput screening assay against a specified biological target.. Dataset: HIV replication inhibition screening data with 41,000+ compounds from the AIDS Antiviral Screen (1) The result is 0 (inactive). The compound is Oc1ccc(C2Oc3cc(OC4OCC(O)C(O)C4O)cc(O)c3CC2O)cc1O. (2) The molecule is COc1ccc(C2CC3C(=O)N(c4ccc(OC)cc4)C(=O)C3c3[nH]c4ccccc4c32)cc1. The result is 0 (inactive). (3) The compound is C=C1CCC(Br)C(C)(C)C12CCC(C)(O)C(Cl)C2. The result is 0 (inactive). (4) The molecule is O=C(C=Cc1ccc(Cl)c(Cl)c1)c1cccc2ccccc12. The result is 0 (inactive). (5) The compound is CC(=O)OC12CC(C)C3(O)C(C=C(CO)CC4(O)C(=O)C(C)=CC43)C1C2(C)C. The result is 1 (active).